From a dataset of Full USPTO retrosynthesis dataset with 1.9M reactions from patents (1976-2016). Predict the reactants needed to synthesize the given product. (1) Given the product [NH2:1][C:2]1[C:3]([CH2:4][OH:5])=[C:6]([C:10]2[CH:15]=[CH:14][C:13]([Cl:16])=[CH:12][C:11]=2[F:17])[CH:7]=[CH:8][N:9]=1, predict the reactants needed to synthesize it. The reactants are: [NH2:1][C:2]1[N:9]=[CH:8][CH:7]=[C:6]([C:10]2[CH:15]=[CH:14][C:13]([Cl:16])=[CH:12][C:11]=2[F:17])[C:3]=1[CH:4]=[O:5].[BH4-].[Na+]. (2) Given the product [C:40]([C:37]1([NH:36][C:31]([C@@H:26]2[CH2:27][CH2:28][CH2:29][CH2:30][C@H:25]2[C:15]2[N:16]=[C:17]([CH:19]3[CH2:24][CH2:23][O:22][CH2:21][CH2:20]3)[S:18][C:14]=2[C:11]2[CH:12]=[CH:13][C:8]([N:5]3[CH2:4][CH2:3][S:2](=[O:1])(=[O:34])[CH2:7][CH2:6]3)=[CH:9][CH:10]=2)=[O:33])[CH2:39][CH2:38]1)#[N:41], predict the reactants needed to synthesize it. The reactants are: [O:1]=[S:2]1(=[O:34])[CH2:7][CH2:6][N:5]([C:8]2[CH:13]=[CH:12][C:11]([C:14]3[S:18][C:17]([CH:19]4[CH2:24][CH2:23][O:22][CH2:21][CH2:20]4)=[N:16][C:15]=3[C@@H:25]3[CH2:30][CH2:29][CH2:28][CH2:27][C@H:26]3[C:31]([OH:33])=O)=[CH:10][CH:9]=2)[CH2:4][CH2:3]1.Cl.[NH2:36][C:37]1([C:40]#[N:41])[CH2:39][CH2:38]1.CCN(C(C)C)C(C)C.CN(C(ON1N=NC2C=CC=NC1=2)=[N+](C)C)C.F[P-](F)(F)(F)(F)F. (3) Given the product [CH2:1]([N:8]([CH2:17][CH2:18][C:19]([F:22])([F:21])[F:20])[C:9]1[CH:14]=[CH:13][C:12]([Br:15])=[CH:11][C:10]=1[NH:16][C:24]([NH:23][C:26]1[CH:31]=[CH:30][C:29]([CH3:32])=[CH:28][CH:27]=1)=[O:25])[C:2]1[CH:3]=[CH:4][CH:5]=[CH:6][CH:7]=1, predict the reactants needed to synthesize it. The reactants are: [CH2:1]([N:8]([CH2:17][CH2:18][C:19]([F:22])([F:21])[F:20])[C:9]1[C:10]([NH2:16])=[CH:11][C:12]([Br:15])=[CH:13][CH:14]=1)[C:2]1[CH:7]=[CH:6][CH:5]=[CH:4][CH:3]=1.[N:23]([C:26]1[CH:31]=[CH:30][C:29]([CH3:32])=[CH:28][CH:27]=1)=[C:24]=[O:25].CN(C)CCN. (4) Given the product [CH3:1][O:2][C:3](=[O:13])[C@@H:4]([N:12]1[CH2:29][C:28]([O:31][C:32]2[CH:37]=[CH:36][CH:35]=[C:34]([O:38][C:39]([F:41])([F:42])[F:40])[CH:33]=2)=[CH:27][C:26]1=[O:25])[CH2:5][CH:6]1[CH2:11][CH2:10][CH2:9][CH2:8][CH2:7]1, predict the reactants needed to synthesize it. The reactants are: [CH3:1][O:2][C:3](=[O:13])[C@@H:4]([NH2:12])[CH2:5][CH:6]1[CH2:11][CH2:10][CH2:9][CH2:8][CH2:7]1.C(N(CC)C(C)C)(C)C.C([O:25][C:26](=O)/[CH:27]=[C:28](/[O:31][C:32]1[CH:37]=[CH:36][CH:35]=[C:34]([O:38][C:39]([F:42])([F:41])[F:40])[CH:33]=1)\[CH2:29]Br)C. (5) Given the product [Cl:30][C:15]1[N:14]=[CH:13][N:12]=[C:11]2[C:10]3[C:9](=[N:8][C:7]([N:19]4[CH2:24][CH2:23][O:22][CH2:21][CH2:20]4)=[C:6]4[CH2:25][O:26][C:3]([CH2:1][CH3:2])([CH3:27])[CH2:4][C:5]=34)[S:17][C:16]=12, predict the reactants needed to synthesize it. The reactants are: [CH2:1]([C:3]1([CH3:27])[O:26][CH2:25][C:6]2=[C:7]([N:19]3[CH2:24][CH2:23][O:22][CH2:21][CH2:20]3)[N:8]=[C:9]3[S:17][C:16]4[C:15](=O)[NH:14][CH:13]=[N:12][C:11]=4[C:10]3=[C:5]2[CH2:4]1)[CH3:2].P(Cl)(Cl)([Cl:30])=O. (6) Given the product [OH:39][C:37]1[C:32]2[C:31](=[CH:30][CH:29]=[C:28]([O:27][CH3:26])[N:33]=2)[N:34]=[CH:35][C:36]=1[C:42](=[O:44])[CH3:43], predict the reactants needed to synthesize it. The reactants are: C1C=CC(C2C=CC=CC=2)=CC=1.C1C=CC(OC2C=CC=CC=2)=CC=1.[CH3:26][O:27][C:28]1[N:33]=[CH:32][C:31]([NH:34][CH:35]=[C:36]([C:42](=[O:44])[CH3:43])[C:37]([O:39]CC)=O)=[CH:30][CH:29]=1.